Regression/Classification. Given an antibody's heavy chain and light chain sequences, predict its developability. TAP uses regression for 5 developability metrics; SAbDab uses binary classification. From a dataset of Antibody developability classification from SAbDab with 2,409 antibodies. (1) The antibody is ['QVQLQESGPGLVRPSQTLSLTCTVSGFSLTGYGVNWVRQPPGRGLEWIGMIWGDGNTDYNSALKSRVTMLKDTSKNQFSLRLSSVTAADTAVYYCARERDYRLDYWGQGSLVTVSS', 'DIQMTQSPSSLSASVGDRVTITCRASGNIHNYLAWYQQKPGKAPKLLIYYTTTLADGVPSRFSGSGSGTDYTFTISSLQPEDIATYYCQHFWSTPRTFGQGTKVEIK']. Result: 0 (not developable). (2) The antibody is ['2dqi', 'PROT_5A288C7C']. Result: 0 (not developable). (3) The antibody is ['EVQLLEQSGAEVKRPGASVKVSCKASGYTFTSYAIHWVRQAPGQRLEWMGWINPGNGNAKYSQRFQGRVIISRDTSATTSYMELSSLTSEDTAVYSCARDRGFDLLTGHYLGLDPWGQGTLVTVSS', 'ELTLTQPASASATPGQRVTISCSGSSSNIGGNTVNWYQHLPGAAPKLLIHNNDLRPSGVPDRFSGSKSGTSASLAVSGLQSEDEADYFCAAWDDGLNGWVFGGGTKLTVL']. Result: 0 (not developable). (4) The antibody is ['EVQLVESGGGLVQPGGSLRLSCAASGFNIKEYYMHWVRQAPGKGLEWVGLIDPEQGNTIYDPKFQDRATISADNSKNTAYLQMNSLRAEDTAVYYCARDTAAYFDYWGQGTLVTVSS', 'DIQMTQSPSSLSASVGDRVTITCRASRDIKSYLNWYQQKPGKAPKVLIYYATSLAEGVPSRFSGSGSGTDYTLTISSLQPEDFATYYCLQHGESPWTFGQGTKVEIK']. Result: 0 (not developable).